From a dataset of Retrosynthesis with 50K atom-mapped reactions and 10 reaction types from USPTO. Predict the reactants needed to synthesize the given product. (1) Given the product O=C(Nc1ccc(F)cn1)[C@H](CN1CC(O)C1)Oc1ncnc2c1cnn2-c1ccccc1Cl, predict the reactants needed to synthesize it. The reactants are: CC(C)(C)[Si](C)(C)OC1CN(C[C@H](Oc2ncnc3c2cnn3-c2ccccc2Cl)C(=O)Nc2ccc(F)cn2)C1. (2) Given the product CC1(C)COC(c2cnc3cc(O)ccc3c2)=N1, predict the reactants needed to synthesize it. The reactants are: COc1ccc2cc(C3=NC(C)(C)CO3)cnc2c1. (3) The reactants are: CCOC(=O)C(Br)c1ccccc1.COc1ccc(Cn2ncc3c4c(cnc32)CNCC4)cc1. Given the product CCOC(=O)C(c1ccccc1)N1CCc2c(cnc3c2cnn3Cc2ccc(OC)cc2)C1, predict the reactants needed to synthesize it. (4) Given the product COc1cc(C)c(C=O)cc1OCc1ccccc1, predict the reactants needed to synthesize it. The reactants are: CN(C)C=O.COc1cc(C)c(Br)cc1OCc1ccccc1. (5) Given the product C#CCOc1cc(Oc2ccc(Cl)cc2)ncn1, predict the reactants needed to synthesize it. The reactants are: C#CCOc1cc(Cl)ncn1.Oc1ccc(Cl)cc1. (6) Given the product COC(=O)COc1ccc(-c2c(Br)ccc3sc4ccccc4c23)cc1, predict the reactants needed to synthesize it. The reactants are: COC(=O)CBr.Oc1ccc(-c2c(Br)ccc3sc4ccccc4c23)cc1. (7) Given the product CN(C)c1ccc2c(c1)N(C)C(=O)N(c1ccc(Cl)cc1)S2(=O)=O, predict the reactants needed to synthesize it. The reactants are: CI.CNc1ccc2c(c1)N(C)C(=O)N(c1ccc(Cl)cc1)S2(=O)=O.